From a dataset of Catalyst prediction with 721,799 reactions and 888 catalyst types from USPTO. Predict which catalyst facilitates the given reaction. (1) Reactant: C[O:2][C:3]([C:5]1[CH:10]=[C:9]([CH2:11][N:12]([CH2:30][C:31]([O:33][C:34]([CH3:37])([CH3:36])[CH3:35])=[O:32])[CH:13]2[C:21]3[C:16](=[C:17]([CH3:29])[C:18]([C:22]([O:24][C:25]([CH3:28])([CH3:27])[CH3:26])=[O:23])=[CH:19][CH:20]=3)[CH2:15][CH2:14]2)[N:8]=[CH:7][N:6]=1)=O.[CH3:38][C:39]1[CH:40]=[C:41]([CH:44]=[CH:45][C:46]=1[F:47])[CH2:42][NH2:43]. Product: [C:25]([O:24][C:22]([C:18]1[C:17]([CH3:29])=[C:16]2[C:21](=[CH:20][CH:19]=1)[CH:13]([N:12]([CH2:30][C:31]([O:33][C:34]([CH3:36])([CH3:35])[CH3:37])=[O:32])[CH2:11][C:9]1[CH:10]=[C:5]([C:3](=[O:2])[NH:43][CH2:42][C:41]3[CH:44]=[CH:45][C:46]([F:47])=[C:39]([CH3:38])[CH:40]=3)[N:6]=[CH:7][N:8]=1)[CH2:14][CH2:15]2)=[O:23])([CH3:26])([CH3:27])[CH3:28]. The catalyst class is: 9. (2) Reactant: [Cl:1][C:2]1[CH:3]=[C:4]([C:9]2([C:23]([F:26])([F:25])[F:24])[CH2:13][N:12]=[C:11]([C:14]3[CH:21]=[CH:20][C:17]([CH:18]=O)=[C:16]([CH3:22])[CH:15]=3)[CH2:10]2)[CH:5]=[C:6]([Cl:8])[CH:7]=1.C([NH:29][NH:30][C:31]([NH2:33])=[S:32])C.[CH2:34](O)[CH3:35]. Product: [CH2:34]([N:30]([C:31]([NH2:33])=[S:32])[N:29]=[CH:18][C:17]1[CH:20]=[CH:21][C:14]([C:11]2[CH2:10][C:9]([C:4]3[CH:3]=[C:2]([Cl:1])[CH:7]=[C:6]([Cl:8])[CH:5]=3)([C:23]([F:26])([F:25])[F:24])[CH2:13][N:12]=2)=[CH:15][C:16]=1[CH3:22])[CH3:35]. The catalyst class is: 15. (3) Reactant: [F:1][CH:2]([CH2:13][N:14]1[CH:18]=[C:17]([NH:19][C:20](=[O:28])[CH2:21][C:22]2[CH:27]=[CH:26][CH:25]=[CH:24][N:23]=2)[N:16]=[N:15]1)[CH2:3][CH2:4][N:5]1[CH:9]=[C:8]([C:10]([OH:12])=O)[N:7]=[N:6]1.[F:29][C:30]([F:41])([F:40])[O:31][C:32]1[CH:33]=[C:34]([CH2:38][NH2:39])[CH:35]=[CH:36][CH:37]=1.CN(C(ON1N=NC2C=CC=NC1=2)=[N+](C)C)C.F[P-](F)(F)(F)(F)F.CCN(C(C)C)C(C)C. Product: [F:1][CH:2]([CH2:13][N:14]1[CH:18]=[C:17]([NH:19][C:20](=[O:28])[CH2:21][C:22]2[CH:27]=[CH:26][CH:25]=[CH:24][N:23]=2)[N:16]=[N:15]1)[CH2:3][CH2:4][N:5]1[CH:9]=[C:8]([C:10]([NH:39][CH2:38][C:34]2[CH:35]=[CH:36][CH:37]=[C:32]([O:31][C:30]([F:29])([F:40])[F:41])[CH:33]=2)=[O:12])[N:7]=[N:6]1. The catalyst class is: 18. (4) Reactant: [NH2:1][C:2]1[CH:3]=[CH:4][C:5]([Cl:11])=[C:6]([CH:10]=1)[C:7]([OH:9])=[O:8].[F:12][C:13]1[CH:14]=[C:15]([CH:19]=[CH:20][CH:21]=1)[C:16](Cl)=[O:17]. Product: [Cl:11][C:5]1[CH:4]=[CH:3][C:2]([NH:1][C:16](=[O:17])[C:15]2[CH:19]=[CH:20][CH:21]=[C:13]([F:12])[CH:14]=2)=[CH:10][C:6]=1[C:7]([OH:9])=[O:8]. The catalyst class is: 1.